From a dataset of Catalyst prediction with 721,799 reactions and 888 catalyst types from USPTO. Predict which catalyst facilitates the given reaction. (1) Reactant: [O:1]1[C:5]2[CH:6]=[CH:7][C:8]([CH2:10][O:11][C:12]([C:14]3[S:15][C:16]([CH3:20])=[C:17]([NH2:19])[CH:18]=3)=[O:13])=[CH:9][C:4]=2[O:3][CH2:2]1.[CH2:21]([N:28]=[C:29]=[O:30])[C:22]1[CH:27]=[CH:26][CH:25]=[CH:24][CH:23]=1. Product: [O:1]1[C:5]2[CH:6]=[CH:7][C:8]([CH2:10][O:11][C:12]([C:14]3[S:15][C:16]([CH3:20])=[C:17]([NH:19][C:29]([NH:28][CH2:21][C:22]4[CH:27]=[CH:26][CH:25]=[CH:24][CH:23]=4)=[O:30])[CH:18]=3)=[O:13])=[CH:9][C:4]=2[O:3][CH2:2]1. The catalyst class is: 472. (2) Reactant: [F:1][C:2]1[CH:3]=[C:4]([NH2:15])[C:5]([NH:8][C:9]2[CH:14]=[CH:13][CH:12]=[CH:11][CH:10]=2)=[CH:6][CH:7]=1.[C:16]([O:20][C:21]([NH:23][C@@H:24]([CH3:28])[C:25](O)=[O:26])=[O:22])([CH3:19])([CH3:18])[CH3:17].C1C=NC2N(O)N=NC=2C=1.CN1CCOCC1.Cl.CN(C)CCCN=C=NCC. Product: [F:1][C:2]1[CH:7]=[CH:6][C:5]([NH:8][C:9]2[CH:14]=[CH:13][CH:12]=[CH:11][CH:10]=2)=[C:4]([NH:15][C:25](=[O:26])[C@@H:24]([NH:23][C:21](=[O:22])[O:20][C:16]([CH3:18])([CH3:17])[CH3:19])[CH3:28])[CH:3]=1. The catalyst class is: 2. (3) The catalyst class is: 3. Reactant: [OH:1][CH:2]([C:6]1[CH:11]=[CH:10][C:9]([C:12]2[N:16]=[C:15]([C:17]3[O:21][N:20]=[C:19]([C:22]4[CH:27]=[CH:26][CH:25]=[CH:24][CH:23]=4)[C:18]=3[C:28]([F:31])([F:30])[F:29])[O:14][N:13]=2)=[CH:8][CH:7]=1)[C:3](O)=[O:4].Cl.CN(C1NC=NN=1)C.CN1CCOCC1.CN(C(O[N:56]1[N:64]=[N:63][C:58]2C=[CH:60][CH:61]=[N:62][C:57]1=2)=[N+](C)C)C.F[P-](F)(F)(F)(F)F. Product: [OH:1][CH:2]([C:6]1[CH:7]=[CH:8][C:9]([C:12]2[N:16]=[C:15]([C:17]3[O:21][N:20]=[C:19]([C:22]4[CH:27]=[CH:26][CH:25]=[CH:24][CH:23]=4)[C:18]=3[C:28]([F:31])([F:30])[F:29])[O:14][N:13]=2)=[CH:10][CH:11]=1)[C:3]([NH:63][CH2:58][C:57]1[NH:62][C:61]([CH3:60])=[N:64][N:56]=1)=[O:4].